Dataset: Forward reaction prediction with 1.9M reactions from USPTO patents (1976-2016). Task: Predict the product of the given reaction. (1) Given the reactants [CH2:1]([N:3]1[C:7]2[N:8]=[C:9]([C:18]3[CH:23]=[CH:22][C:21]([NH:24][C:25]([NH:27][C:28]4[CH:36]=[CH:35][C:31]([C:32]([OH:34])=O)=[CH:30][CH:29]=4)=[O:26])=[CH:20][CH:19]=3)[N:10]=[C:11]([N:12]3[CH2:17][CH2:16][O:15][CH2:14][CH2:13]3)[C:6]=2[CH:5]=[CH:4]1)[CH3:2].[NH:37]1[CH2:42][CH2:41][O:40][CH2:39][CH2:38]1, predict the reaction product. The product is: [CH2:1]([N:3]1[C:7]2[N:8]=[C:9]([C:18]3[CH:19]=[CH:20][C:21]([NH:24][C:25]([NH:27][C:28]4[CH:29]=[CH:30][C:31]([C:32]([N:37]5[CH2:42][CH2:41][O:40][CH2:39][CH2:38]5)=[O:34])=[CH:35][CH:36]=4)=[O:26])=[CH:22][CH:23]=3)[N:10]=[C:11]([N:12]3[CH2:17][CH2:16][O:15][CH2:14][CH2:13]3)[C:6]=2[CH:5]=[CH:4]1)[CH3:2]. (2) Given the reactants [C:1]1([S:7]([C:10]2[C:18]3[C:13](=[CH:14][CH:15]=[C:16]([O:19][CH2:20][CH2:21]OS(C4C=CC(C)=CC=4)(=O)=O)[CH:17]=3)[NH:12][N:11]=2)(=[O:9])=[O:8])[CH:6]=[CH:5][CH:4]=[CH:3][CH:2]=1.C1COCC1.[CH3:38][NH:39][CH3:40], predict the reaction product. The product is: [C:1]1([S:7]([C:10]2[C:18]3[C:13](=[CH:14][CH:15]=[C:16]([O:19][CH2:20][CH2:21][N:39]([CH3:40])[CH3:38])[CH:17]=3)[NH:12][N:11]=2)(=[O:9])=[O:8])[CH:6]=[CH:5][CH:4]=[CH:3][CH:2]=1. (3) Given the reactants [N:1]1([C:5]2[C:10]([C:11]#[N:12])=[C:9]([C:13]3[CH:18]=[CH:17][C:16]([O:19][CH2:20][CH2:21][OH:22])=[CH:15][CH:14]=3)[C:8]([C:23]#[N:24])=[C:7]([S:25][CH2:26][C:27]3[N:28]=[C:29]([C:32]4[CH:37]=[CH:36][C:35]([Cl:38])=[CH:34][CH:33]=4)[S:30][CH:31]=3)[N:6]=2)[CH2:4][CH2:3][CH2:2]1.[C:39]([O:43][C:44]([NH:46][C@H:47]([C:49](O)=[O:50])[CH3:48])=[O:45])([CH3:42])([CH3:41])[CH3:40].C1COCC1.Cl.CN(C)CCCN=C=NCC, predict the reaction product. The product is: [C:39]([O:43][C:44]([NH:46][C@H:47]([C:49]([O:22][CH2:21][CH2:20][O:19][C:16]1[CH:17]=[CH:18][C:13]([C:9]2[C:8]([C:23]#[N:24])=[C:7]([S:25][CH2:26][C:27]3[N:28]=[C:29]([C:32]4[CH:37]=[CH:36][C:35]([Cl:38])=[CH:34][CH:33]=4)[S:30][CH:31]=3)[N:6]=[C:5]([N:1]3[CH2:2][CH2:3][CH2:4]3)[C:10]=2[C:11]#[N:12])=[CH:14][CH:15]=1)=[O:50])[CH3:48])=[O:45])([CH3:41])([CH3:42])[CH3:40]. (4) Given the reactants [OH:1][C:2]1([CH2:13][NH:14][C:15]2[CH:20]=[CH:19][CH:18]=[CH:17][CH:16]=2)[CH2:7][CH2:6][CH:5]([C:8]([O:10][CH2:11][CH3:12])=[O:9])[CH2:4][CH2:3]1.CCN(C(C)C)C(C)C.Cl[C:31]([O:33][C:34]1[CH:39]=[CH:38][CH:37]=[CH:36][CH:35]=1)=[O:32].[NH4+].[Cl-], predict the reaction product. The product is: [OH:1][C:2]1([CH2:13][N:14]([C:15]2[CH:16]=[CH:17][CH:18]=[CH:19][CH:20]=2)[C:31]([O:33][C:34]2[CH:39]=[CH:38][CH:37]=[CH:36][CH:35]=2)=[O:32])[CH2:7][CH2:6][CH:5]([C:8]([O:10][CH2:11][CH3:12])=[O:9])[CH2:4][CH2:3]1. (5) The product is: [Cl:1][C:2]1[C:3]([O:10][CH3:11])=[C:4]2[N:9]=[C:20]([C:19]3[CH:22]=[CH:23][C:16]([O:15][CH2:14][CH2:13][OH:12])=[CH:17][CH:18]=3)[NH:8][C:5]2=[N:6][CH:7]=1. Given the reactants [Cl:1][C:2]1[C:3]([O:10][CH3:11])=[C:4]([NH2:9])[C:5]([NH2:8])=[N:6][CH:7]=1.[OH:12][CH2:13][CH2:14][O:15][C:16]1[CH:23]=[CH:22][C:19]([CH:20]=O)=[CH:18][CH:17]=1, predict the reaction product. (6) Given the reactants [CH3:1][O:2][C:3]1[CH:4]=[C:5]2[C:9](=[CH:10][CH:11]=1)[C:8](=[O:12])[NH:7][CH2:6]2.ClCCl.[C:16](O[C:16]([O:18][C:19]([CH3:22])([CH3:21])[CH3:20])=[O:17])([O:18][C:19]([CH3:22])([CH3:21])[CH3:20])=[O:17].CCN(CC)CC, predict the reaction product. The product is: [CH3:1][O:2][C:3]1[CH:4]=[C:5]2[C:9](=[CH:10][CH:11]=1)[C:8](=[O:12])[N:7]([C:16]([O:18][C:19]([CH3:22])([CH3:21])[CH3:20])=[O:17])[CH2:6]2. (7) Given the reactants C(OP(O[CH2:10][C:11]1[O:15][N:14]=[C:13]([C:16]([O:18][CH2:19][CH3:20])=[O:17])[CH:12]=1)(OCC)=O)C.[F:21][C:22]1[CH:23]=[C:24](B(O)O)[CH:25]=[CH:26][C:27]=1[F:28].C(=O)([O-])[O-].[K+].[K+].C1(P(C2C=CC=CC=2)C2C=CC=CC=2)C=CC=CC=1, predict the reaction product. The product is: [F:21][C:22]1[CH:23]=[C:24]([CH:25]=[CH:26][C:27]=1[F:28])[CH2:10][C:11]1[O:15][N:14]=[C:13]([C:16]([O:18][CH2:19][CH3:20])=[O:17])[CH:12]=1. (8) Given the reactants C([O:3][C:4](=[O:39])[C:5]([NH:7][C:8]1[CH:17]=[CH:16][C:15]([CH2:18][CH2:19][C:20]([NH:22][CH2:23][CH2:24][CH2:25][CH2:26][O:27][C:28]2[CH:33]=[CH:32][CH:31]=[C:30]([OH:34])[C:29]=2[C:35]([O:37][CH3:38])=[O:36])=[O:21])=[CH:14][C:9]=1[C:10]([O:12]C)=[O:11])=[O:6])C.[OH-].[Na+], predict the reaction product. The product is: [C:4]([C:5]([NH:7][C:8]1[CH:17]=[CH:16][C:15]([CH2:18][CH2:19][C:20]([NH:22][CH2:23][CH2:24][CH2:25][CH2:26][O:27][C:28]2[CH:33]=[CH:32][CH:31]=[C:30]([OH:34])[C:29]=2[C:35]([O:37][CH3:38])=[O:36])=[O:21])=[CH:14][C:9]=1[C:10]([OH:12])=[O:11])=[O:6])([OH:39])=[O:3]. (9) The product is: [CH3:5][NH:6][C:7](=[O:38])[C:8]1[CH:13]=[CH:12][C:11]([N:14]2[C:18]([CH2:19][OH:20])([CH3:22])[C:17](=[O:23])[N:16]([C:24]3[CH:29]=[CH:28][C:27]([C:30]#[N:31])=[C:26]([C:32]([F:35])([F:34])[F:33])[CH:25]=3)[C:15]2=[S:36])=[CH:10][C:9]=1[F:37]. Given the reactants B(Br)(Br)Br.[CH3:5][NH:6][C:7](=[O:38])[C:8]1[CH:13]=[CH:12][C:11]([N:14]2[C:18]([CH3:22])([CH2:19][O:20]C)[C:17](=[O:23])[N:16]([C:24]3[CH:29]=[CH:28][C:27]([C:30]#[N:31])=[C:26]([C:32]([F:35])([F:34])[F:33])[CH:25]=3)[C:15]2=[S:36])=[CH:10][C:9]=1[F:37].C([O-])([O-])=O.[Na+].[Na+], predict the reaction product.